From a dataset of HIV replication inhibition screening data with 41,000+ compounds from the AIDS Antiviral Screen. Binary Classification. Given a drug SMILES string, predict its activity (active/inactive) in a high-throughput screening assay against a specified biological target. (1) The drug is CCOC(=O)c1c(NC(=O)c2ccc(Br)cc2)sc2c1CCCC2. The result is 0 (inactive). (2) The molecule is CC(=O)N1CCc2cc(S(C)(=O)=O)c3c(c21)CCC3. The result is 0 (inactive). (3) The drug is CC1=C(C(=O)NCc2ccccc2)C(c2ccc(C3C(C(=O)NCc4ccccc4)=C(C)NC(C)=C3C(=O)NCc3ccccc3)cc2)C(C(=O)NCc2ccccc2)=C(C)N1. The result is 0 (inactive). (4) The molecule is CSCCCN(CCCSC)CCCSC. The result is 0 (inactive). (5) The drug is O=S(Cc1ccc2c(c1)OCO2)c1ccccc1. The result is 0 (inactive). (6) The result is 0 (inactive). The molecule is Cc1cc(C)nc(NS(=O)(=O)c2ccc(Nc3c4ccccc4nc4c(C(=O)N5CCN(CCO)CC5)cccc34)cc2)n1. (7) The compound is Brc1ccc(N2N=NC3CN(c4ccccc4)CC32)cc1. The result is 0 (inactive).